Dataset: Reaction yield outcomes from USPTO patents with 853,638 reactions. Task: Predict the reaction yield, written as a fraction of the theoretical maximum amount of product (1.0 means a 100% yield; for example, 0.34 means a 34% yield). (1) The reactants are Cl[C:2]1[CH:11]=[CH:10][C:9]([S:12]([CH3:15])(=[O:14])=[O:13])=[CH:8][C:3]=1[C:4]([O:6][CH3:7])=[O:5].CCN(C(C)C)C(C)C.C(=O)([O-])[O-].[K+].[K+].Cl.[F:32][C:33]1([F:39])[CH2:38][CH2:37][NH:36][CH2:35][CH2:34]1. The catalyst is CS(C)=O. The product is [F:32][C:33]1([F:39])[CH2:38][CH2:37][N:36]([C:2]2[CH:11]=[CH:10][C:9]([S:12]([CH3:15])(=[O:14])=[O:13])=[CH:8][C:3]=2[C:4]([O:6][CH3:7])=[O:5])[CH2:35][CH2:34]1. The yield is 0.220. (2) The reactants are [F:1][C:2]1[CH:3]=[C:4]2[C:12](=[CH:13][CH:14]=1)[N:11]([CH2:15][C:16]1[CH:25]=[CH:24][C:19]([C:20]([O:22][CH3:23])=[O:21])=[CH:18][CH:17]=1)[C:10]1[CH2:9][C:8]([CH3:27])([CH3:26])[C:7](=[CH2:28])[C:6](=[O:29])[C:5]2=1.[CH3:30][N:31]1[CH2:36][CH2:35][NH:34][CH2:33][CH2:32]1. The catalyst is C1(C)C=CC=CC=1. The product is [F:1][C:2]1[CH:3]=[C:4]2[C:12](=[CH:13][CH:14]=1)[N:11]([CH2:15][C:16]1[CH:25]=[CH:24][C:19]([C:20]([O:22][CH3:23])=[O:21])=[CH:18][CH:17]=1)[C:10]1[CH2:9][C:8]([CH3:26])([CH3:27])[CH:7]([CH2:28][N:34]3[CH2:35][CH2:36][N:31]([CH3:30])[CH2:32][CH2:33]3)[C:6](=[O:29])[C:5]2=1. The yield is 0.570. (3) The reactants are [CH2:1]([O:8][C:9]1[CH:14]=[N:13][NH:12][C:11](=[O:15])[CH:10]=1)[C:2]1[CH:7]=[CH:6][CH:5]=[CH:4][CH:3]=1.Br[C:17]1[CH:18]=[CH:19][C:20]2[C:21]3[CH2:30][N:29]([C:31]([O:33][C:34]([CH3:37])([CH3:36])[CH3:35])=[O:32])[CH2:28][CH2:27][C:22]=3[N:23]([CH3:26])[C:24]=2[CH:25]=1. No catalyst specified. The product is [CH2:1]([O:8][C:9]1[CH:14]=[N:13][N:12]([C:17]2[CH:18]=[CH:19][C:20]3[C:21]4[CH2:30][N:29]([C:31]([O:33][C:34]([CH3:37])([CH3:36])[CH3:35])=[O:32])[CH2:28][CH2:27][C:22]=4[N:23]([CH3:26])[C:24]=3[CH:25]=2)[C:11](=[O:15])[CH:10]=1)[C:2]1[CH:7]=[CH:6][CH:5]=[CH:4][CH:3]=1. The yield is 0.430. (4) The reactants are [CH3:1][C:2]([C:7]1[NH:8][C:9]2[C:14]([CH:15]=1)=[CH:13][C:12]([N+:16]([O-:18])=[O:17])=[CH:11][CH:10]=2)([CH3:6])[C:3]([NH2:5])=O.Cl. The catalyst is C1COCC1. The product is [CH3:6][C:2]([C:7]1[NH:8][C:9]2[C:14]([CH:15]=1)=[CH:13][C:12]([N+:16]([O-:18])=[O:17])=[CH:11][CH:10]=2)([CH3:1])[CH2:3][NH2:5]. The yield is 0.430. (5) The reactants are [CH3:1][O:2][C:3]1[C:8]([O:9][CH3:10])=[CH:7][CH:6]=[CH:5][C:4]=1[C:11]([C:13]1[CH:18]=[C:17]([O:19][CH3:20])[CH:16]=[C:15]([O:21][CH3:22])[CH:14]=1)=O.C(OP([CH2:31][C:32]#[N:33])(=O)OCC)C.C[Si]([N-][Si](C)(C)C)(C)C.[Li+].O1C2C=CC(C(C3C=C(OC)C=C(OC)C=3)=CC#N)=CC=2OCC1. The catalyst is C1COCC1. The product is [CH3:1][O:2][C:3]1[C:8]([O:9][CH3:10])=[CH:7][CH:6]=[CH:5][C:4]=1[C:11]([C:13]1[CH:18]=[C:17]([O:19][CH3:20])[CH:16]=[C:15]([O:21][CH3:22])[CH:14]=1)=[CH:31][C:32]#[N:33]. The yield is 0.910. (6) The reactants are [Cl:1][CH2:2][CH2:3][O:4][C:5]1[CH:12]=[CH:11][C:8]([CH2:9]O)=[CH:7][CH:6]=1.S(Br)([Br:15])=O. The catalyst is O1CCOCC1.CCOCC. The product is [Cl:1][CH2:2][CH2:3][O:4][C:5]1[CH:12]=[CH:11][C:8]([CH2:9][Br:15])=[CH:7][CH:6]=1. The yield is 0.580.